From a dataset of Reaction yield outcomes from USPTO patents with 853,638 reactions. Predict the reaction yield, written as a fraction of the theoretical maximum amount of product (1.0 means a 100% yield; for example, 0.34 means a 34% yield). (1) The reactants are [CH3:1][N:2]1[CH2:7][CH2:6][N:5]([NH2:8])[CH2:4][CH2:3]1.[CH2:9]([O:11][C:12]([C:14]1[C:19]([O:20][CH2:21][CH3:22])=[C:18]([N:23]2[CH2:28][CH2:27][O:26][CH2:25][CH2:24]2)[N:17]=[C:16]([C:29]2[CH:34]=[CH:33][C:32]([NH:35][C:36](OC3C=CC=CC=3)=[O:37])=[CH:31][CH:30]=2)[N:15]=1)=[O:13])[CH3:10].CCN(CC)CC. The catalyst is O1CCOCC1. The product is [CH2:9]([O:11][C:12]([C:14]1[C:19]([O:20][CH2:21][CH3:22])=[C:18]([N:23]2[CH2:24][CH2:25][O:26][CH2:27][CH2:28]2)[N:17]=[C:16]([C:29]2[CH:30]=[CH:31][C:32]([NH:35][C:36]([NH:8][N:5]3[CH2:6][CH2:7][N:2]([CH3:1])[CH2:3][CH2:4]3)=[O:37])=[CH:33][CH:34]=2)[N:15]=1)=[O:13])[CH3:10]. The yield is 0.450. (2) The reactants are Br[C:2]1[CH:10]=[CH:9][C:5]([C:6]([NH2:8])=[O:7])=[C:4]([CH3:11])[CH:3]=1.C(N(CC)CC)C.[CH3:19][OH:20].CN([CH:24]=[O:25])C. The catalyst is C(OCC)(=O)C.C([O-])(=O)C.[Pd+2].C([O-])(=O)C.C1(P(C2C=CC=CC=2)[C-]2C=CC=C2)C=CC=CC=1.[C-]1(P(C2C=CC=CC=2)C2C=CC=CC=2)C=CC=C1.[Fe+2]. The product is [NH2:8][C:6]([C:5]1[CH:9]=[CH:10][C:2]([C:19]([O:25][CH3:24])=[O:20])=[CH:3][C:4]=1[CH3:11])=[O:7]. The yield is 0.700. (3) The reactants are [Cl:1][C:2]1[CH:10]=[C:9]2[C:5]([CH:6]=[CH:7][NH:8]2)=[CH:4][C:3]=1B1OCC(C)(C)CO1.[C:19](=O)([O-])[O-:20].[K+].[K+].Br[C:26]1[CH:31]=[CH:30][C:29]([CH:32]2[CH2:37][NH:36][C:35](=[O:38])[CH2:34][O:33]2)=[CH:28][CH:27]=1. The catalyst is CN(C=O)C.O1CCOCC1.C1C=CC(P(C2C=CC=CC=2)[C-]2C=CC=C2)=CC=1.C1C=CC(P(C2C=CC=CC=2)[C-]2C=CC=C2)=CC=1.Cl[Pd]Cl.[Fe+2]. The product is [Cl:1][C:2]1[CH:10]=[C:9]2[C:5]([C:6]([CH:19]=[O:20])=[CH:7][NH:8]2)=[CH:4][C:3]=1[C:26]1[CH:31]=[CH:30][C:29]([CH:32]2[O:33][CH2:34][C:35](=[O:38])[NH:36][CH2:37]2)=[CH:28][CH:27]=1. The yield is 0.750. (4) The reactants are C[C:2]1[N:7]=[N:6][C:5]([C:8]2[CH:13]=[CH:12][CH:11]=[CH:10][CH:9]=2)=[C:4]([C:14](O)=[O:15])[C:3]=1[C:17]1[CH:22]=[CH:21][CH:20]=[CH:19][CH:18]=1.CCN(C(C)C)C(C)C.CN(C(ON1N=NC2C=CC=NC1=2)=[N+](C)C)C.F[P-](F)(F)(F)(F)F.[NH2:56][CH:57]([CH2:62][OH:63])[C:58]([O:60][CH3:61])=[O:59]. The catalyst is CN(C=O)C. The product is [C:8]1([C:5]2[N:6]=[N:7][CH:2]=[C:3]([C:17]3[CH:18]=[CH:19][CH:20]=[CH:21][CH:22]=3)[C:4]=2[C:14]([NH:56][CH:57]([CH2:62][OH:63])[C:58]([O:60][CH3:61])=[O:59])=[O:15])[CH:13]=[CH:12][CH:11]=[CH:10][CH:9]=1. The yield is 0.290. (5) The reactants are [CH2:1]([O:3][C:4](=[O:17])[C:5]([C:8]1[CH:13]=[CH:12][C:11]([CH2:14][CH2:15][OH:16])=[CH:10][CH:9]=1)([CH3:7])[CH3:6])[CH3:2].C(N(CC)CC)C.[CH3:25][S:26](Cl)(=[O:28])=[O:27].ClCCl. The catalyst is O. The product is [CH2:1]([O:3][C:4](=[O:17])[C:5]([C:8]1[CH:9]=[CH:10][C:11]([CH2:14][CH2:15][O:16][S:26]([CH3:25])(=[O:28])=[O:27])=[CH:12][CH:13]=1)([CH3:7])[CH3:6])[CH3:2]. The yield is 1.00.